From a dataset of NCI-60 drug combinations with 297,098 pairs across 59 cell lines. Regression. Given two drug SMILES strings and cell line genomic features, predict the synergy score measuring deviation from expected non-interaction effect. (1) Drug 2: C1C(C(OC1N2C=NC3=C2NC=NCC3O)CO)O. Drug 1: CC12CCC(CC1=CCC3C2CCC4(C3CC=C4C5=CN=CC=C5)C)O. Synergy scores: CSS=6.81, Synergy_ZIP=-1.74, Synergy_Bliss=4.05, Synergy_Loewe=3.57, Synergy_HSA=3.95. Cell line: SK-OV-3. (2) Drug 1: CC(CN1CC(=O)NC(=O)C1)N2CC(=O)NC(=O)C2. Drug 2: CC1CCCC2(C(O2)CC(NC(=O)CC(C(C(=O)C(C1O)C)(C)C)O)C(=CC3=CSC(=N3)C)C)C. Cell line: MOLT-4. Synergy scores: CSS=47.1, Synergy_ZIP=-2.80, Synergy_Bliss=-3.04, Synergy_Loewe=-2.04, Synergy_HSA=-2.03. (3) Drug 1: C1=NC2=C(N=C(N=C2N1C3C(C(C(O3)CO)O)O)F)N. Drug 2: CC1C(C(CC(O1)OC2CC(CC3=C2C(=C4C(=C3O)C(=O)C5=C(C4=O)C(=CC=C5)OC)O)(C(=O)CO)O)N)O.Cl. Cell line: KM12. Synergy scores: CSS=21.0, Synergy_ZIP=-9.45, Synergy_Bliss=-1.27, Synergy_Loewe=-20.7, Synergy_HSA=-0.930. (4) Drug 1: CS(=O)(=O)CCNCC1=CC=C(O1)C2=CC3=C(C=C2)N=CN=C3NC4=CC(=C(C=C4)OCC5=CC(=CC=C5)F)Cl. Drug 2: CN(C(=O)NC(C=O)C(C(C(CO)O)O)O)N=O. Cell line: CAKI-1. Synergy scores: CSS=1.34, Synergy_ZIP=-2.64, Synergy_Bliss=-2.78, Synergy_Loewe=-3.61, Synergy_HSA=-3.30. (5) Drug 1: CC1=C(C=C(C=C1)C(=O)NC2=CC(=CC(=C2)C(F)(F)F)N3C=C(N=C3)C)NC4=NC=CC(=N4)C5=CN=CC=C5. Drug 2: CN(C(=O)NC(C=O)C(C(C(CO)O)O)O)N=O. Cell line: SK-MEL-5. Synergy scores: CSS=0.369, Synergy_ZIP=-1.89, Synergy_Bliss=-1.65, Synergy_Loewe=-0.817, Synergy_HSA=-0.779. (6) Synergy scores: CSS=18.3, Synergy_ZIP=-2.91, Synergy_Bliss=3.39, Synergy_Loewe=-0.208, Synergy_HSA=3.50. Drug 2: C1C(C(OC1N2C=NC3=C2NC=NCC3O)CO)O. Drug 1: C1=C(C(=O)NC(=O)N1)N(CCCl)CCCl. Cell line: MALME-3M. (7) Drug 1: C1CCC(CC1)NC(=O)N(CCCl)N=O. Drug 2: C(CCl)NC(=O)N(CCCl)N=O. Cell line: SK-OV-3. Synergy scores: CSS=7.07, Synergy_ZIP=-2.08, Synergy_Bliss=1.61, Synergy_Loewe=0.295, Synergy_HSA=0.324. (8) Cell line: M14. Drug 2: CC(C1=C(C=CC(=C1Cl)F)Cl)OC2=C(N=CC(=C2)C3=CN(N=C3)C4CCNCC4)N. Drug 1: C1=CC(=C2C(=C1NCCNCCO)C(=O)C3=C(C=CC(=C3C2=O)O)O)NCCNCCO. Synergy scores: CSS=27.8, Synergy_ZIP=8.80, Synergy_Bliss=10.3, Synergy_Loewe=-23.5, Synergy_HSA=7.68. (9) Drug 1: CN(CC1=CN=C2C(=N1)C(=NC(=N2)N)N)C3=CC=C(C=C3)C(=O)NC(CCC(=O)O)C(=O)O. Drug 2: C1=CN(C(=O)N=C1N)C2C(C(C(O2)CO)O)O.Cl. Cell line: LOX IMVI. Synergy scores: CSS=57.2, Synergy_ZIP=-5.06, Synergy_Bliss=-7.08, Synergy_Loewe=-1.58, Synergy_HSA=-0.517.